Dataset: Catalyst prediction with 721,799 reactions and 888 catalyst types from USPTO. Task: Predict which catalyst facilitates the given reaction. Reactant: Br.[NH2:2][CH:3]([CH3:13])[CH2:4][C:5]1[CH:6]=[C:7]([OH:12])[C:8]([OH:11])=[CH:9][CH:10]=1.C(=O)(O)[O-].[Na+].[C:19](O[C:19]([O:21][C:22]([CH3:25])([CH3:24])[CH3:23])=[O:20])([O:21][C:22]([CH3:25])([CH3:24])[CH3:23])=[O:20]. Product: [C:22]([O:21][C:19](=[O:20])[NH:2][CH:3]([CH3:13])[CH2:4][C:5]1[CH:10]=[CH:9][C:8]([OH:11])=[C:7]([OH:12])[CH:6]=1)([CH3:25])([CH3:24])[CH3:23]. The catalyst class is: 90.